This data is from Reaction yield outcomes from USPTO patents with 853,638 reactions. The task is: Predict the reaction yield, written as a fraction of the theoretical maximum amount of product (1.0 means a 100% yield; for example, 0.34 means a 34% yield). The catalyst is CC(O)(C)C.C(Cl)Cl. The product is [ClH:1].[CH3:12][C:10]1[C:9]2[C:4](=[CH:5][CH:6]=[CH:7][CH:8]=2)[N:3]=[C:2]([NH:22][C@@H:23]2[CH2:24][CH2:25][C@H:26]([NH:29][C:30](=[O:45])[C:31]3[CH:36]=[C:35]([C:37]([F:39])([F:40])[F:38])[CH:34]=[C:33]([C:41]([F:42])([F:43])[F:44])[CH:32]=3)[CH2:27][CH2:28]2)[CH:11]=1. The yield is 0.830. The reactants are [Cl:1][C:2]1[CH:11]=[C:10]([CH3:12])[C:9]2[C:4](=[CH:5][CH:6]=[CH:7][CH:8]=2)[N:3]=1.CCN(C(C)C)C(C)C.[NH2:22][C@@H:23]1[CH2:28][CH2:27][C@H:26]([NH:29][C:30](=[O:45])[C:31]2[CH:36]=[C:35]([C:37]([F:40])([F:39])[F:38])[CH:34]=[C:33]([C:41]([F:44])([F:43])[F:42])[CH:32]=2)[CH2:25][CH2:24]1.Cl.